Dataset: Catalyst prediction with 721,799 reactions and 888 catalyst types from USPTO. Task: Predict which catalyst facilitates the given reaction. (1) Reactant: Br[C:2]1[CH:7]=[CH:6][C:5]([Cl:8])=[C:4]([O:9][CH3:10])[CH:3]=1.C([Li])CCC.C[O:17][B:18](OC)[O:19]C. Product: [Cl:8][C:5]1[CH:6]=[CH:7][C:2]([B:18]([OH:19])[OH:17])=[CH:3][C:4]=1[O:9][CH3:10]. The catalyst class is: 247. (2) Reactant: [C:1]([O:5][C:6]([N:8]1[CH2:14][CH2:13][CH2:12][N:11]([C:15]2[CH:20]=[CH:19][CH:18]=[C:17]([C:21]([OH:23])=O)[N:16]=2)[CH2:10][CH2:9]1)=[O:7])([CH3:4])([CH3:3])[CH3:2].[NH:24]1[CH2:28][CH2:27][C@@H:26]([OH:29])[CH2:25]1.N1(OC(N(C)C)=[N+](C)C)C2N=CC=CC=2N=N1.CN(C(ON1N=NC2C=CC=NC1=2)=[N+](C)C)C.F[P-](F)(F)(F)(F)F.C(N(CC)C(C)C)(C)C. Product: [C:1]([O:5][C:6]([N:8]1[CH2:14][CH2:13][CH2:12][N:11]([C:15]2[CH:20]=[CH:19][CH:18]=[C:17]([C:21]([N:24]3[CH2:28][CH2:27][C@@H:26]([OH:29])[CH2:25]3)=[O:23])[N:16]=2)[CH2:10][CH2:9]1)=[O:7])([CH3:3])([CH3:4])[CH3:2]. The catalyst class is: 18. (3) Reactant: [BH3-]C#N.[Na+].[CH3:5][CH:6]1[CH2:10][CH:9]([CH2:11][N:12]2[C:20]3[C:15](=[CH:16][C:17]([C:21]4[CH:22]=[N:23][N:24](C5CCCCO5)[CH:25]=4)=[CH:18][CH:19]=3)[CH:14]=[CH:13]2)[CH2:8][N:7]1[C:32]([C:34]1[CH:39]=[CH:38][CH:37]=[CH:36][CH:35]=1)=[O:33].Cl.CO.ClCCl. Product: [NH:23]1[CH:22]=[C:21]([C:17]2[CH:16]=[C:15]3[C:20](=[CH:19][CH:18]=2)[N:12]([CH2:11][CH:9]2[CH2:8][N:7]([C:32]([C:34]4[CH:39]=[CH:38][CH:37]=[CH:36][CH:35]=4)=[O:33])[CH:6]([CH3:5])[CH2:10]2)[CH2:13][CH2:14]3)[CH:25]=[N:24]1. The catalyst class is: 8. (4) Reactant: COC1C=CC(P2(=S)SP(=S)(C3C=CC(OC)=CC=3)[S:10]2)=CC=1.[CH3:23][C:24]1[N:28]([CH2:29][C:30]([N:32]2[CH2:37][CH2:36][CH:35]([C:38]3[S:39][CH:40]=[C:41]([CH2:43][S:44][C:45]4[N:49]([C:50]5[CH:55]=[CH:54][CH:53]=[CH:52][CH:51]=5)[N:48]=[N:47][N:46]=4)[N:42]=3)[CH2:34][CH2:33]2)=O)[N:27]=[C:26]([C:56]([F:59])([F:58])[F:57])[CH:25]=1. Product: [CH3:23][C:24]1[N:28]([CH2:29][C:30]([N:32]2[CH2:37][CH2:36][CH:35]([C:38]3[S:39][CH:40]=[C:41]([CH2:43][S:44][C:45]4[N:49]([C:50]5[CH:55]=[CH:54][CH:53]=[CH:52][CH:51]=5)[N:48]=[N:47][N:46]=4)[N:42]=3)[CH2:34][CH2:33]2)=[S:10])[N:27]=[C:26]([C:56]([F:59])([F:58])[F:57])[CH:25]=1. The catalyst class is: 11. (5) Reactant: [CH2:1](Br)[C:2]([C:4]1[CH:9]=[CH:8][CH:7]=[CH:6][CH:5]=1)=[O:3].[F:11][C:12]([F:42])([F:41])[C:13]1[CH:14]=[C:15]([CH:34]=[C:35]([C:37]([F:40])([F:39])[F:38])[CH:36]=1)[C:16]([N:18]1[CH2:23][CH2:22][NH:21][CH2:20][C@H:19]1[CH2:24][C:25]1[C:33]2[C:28](=[CH:29][CH:30]=[CH:31][CH:32]=2)[NH:27][CH:26]=1)=[O:17].[I-].[K+].C(N(C(C)C)CC)(C)C. The catalyst class is: 10. Product: [F:40][C:37]([F:38])([F:39])[C:35]1[CH:34]=[C:15]([CH:14]=[C:13]([C:12]([F:11])([F:41])[F:42])[CH:36]=1)[C:16]([N:18]1[CH2:23][CH2:22][N:21]([CH2:1][C:2]([C:4]2[CH:9]=[CH:8][CH:7]=[CH:6][CH:5]=2)=[O:3])[CH2:20][C@H:19]1[CH2:24][C:25]1[C:33]2[C:28](=[CH:29][CH:30]=[CH:31][CH:32]=2)[NH:27][CH:26]=1)=[O:17]. (6) Reactant: [CH3:1][CH:2]([CH3:24])[CH2:3][CH2:4][O:5][CH2:6][C:7]1[N:12]=[C:11]([NH2:13])[N:10]=[C:9]([NH2:14])[C:8]=1[C:15]1[CH:20]=[CH:19][C:18]([N+:21]([O-])=O)=[CH:17][CH:16]=1. Product: [NH2:21][C:18]1[CH:17]=[CH:16][C:15]([C:8]2[C:9]([NH2:14])=[N:10][C:11]([NH2:13])=[N:12][C:7]=2[CH2:6][O:5][CH2:4][CH2:3][CH:2]([CH3:1])[CH3:24])=[CH:20][CH:19]=1. The catalyst class is: 331.